The task is: Predict the reaction yield, written as a fraction of the theoretical maximum amount of product (1.0 means a 100% yield; for example, 0.34 means a 34% yield).. This data is from Reaction yield outcomes from USPTO patents with 853,638 reactions. (1) The reactants are [C:1]([C:3]1[CH:8]=[CH:7][CH:6]=[CH:5][C:4]=1[C:9]1[CH:14]=[CH:13][C:12]([CH2:15][C:16]2[C:17](=[O:43])[N:18]([C@H:28]3[CH2:33][CH2:32][C@H:31]([O:34][CH2:35][C:36]4([C:40](O)=[O:41])[CH2:39][CH2:38][CH2:37]4)[CH2:30][CH2:29]3)[C:19]3[N:20]([N:25]=[CH:26][N:27]=3)[C:21]=2[CH2:22][CH2:23][CH3:24])=[CH:11][CH:10]=1)#[N:2].[NH4+].O[N:46]1C2C=CC=CC=2N=N1.Cl.C(N=C=NCCCN(C)C)C.CN(C)C=O. The catalyst is C(OCC)(=O)C. The product is [C:1]([C:3]1[CH:8]=[CH:7][CH:6]=[CH:5][C:4]=1[C:9]1[CH:10]=[CH:11][C:12]([CH2:15][C:16]2[C:17](=[O:43])[N:18]([C@H:28]3[CH2:33][CH2:32][C@H:31]([O:34][CH2:35][C:36]4([C:40]([NH2:46])=[O:41])[CH2:37][CH2:38][CH2:39]4)[CH2:30][CH2:29]3)[C:19]3[N:20]([N:25]=[CH:26][N:27]=3)[C:21]=2[CH2:22][CH2:23][CH3:24])=[CH:13][CH:14]=1)#[N:2]. The yield is 0.930. (2) The product is [C:26]1([C:2]([C:16]2[CH:17]=[CH:18][C:19]([C:22]([F:25])([F:23])[F:24])=[CH:20][CH:21]=2)=[C:3]2[CH2:4][CH2:5][NH:6][CH2:7][CH2:8]2)[CH:27]=[CH:28][CH:29]=[CH:30][CH:31]=1. The catalyst is C(Cl)Cl. The yield is 0.690. The reactants are O[C:2]([C:26]1[CH:31]=[CH:30][CH:29]=[CH:28][CH:27]=1)([C:16]1[CH:21]=[CH:20][C:19]([C:22]([F:25])([F:24])[F:23])=[CH:18][CH:17]=1)[CH:3]1[CH2:8][CH2:7][N:6](C(OC(C)(C)C)=O)[CH2:5][CH2:4]1.C(O)(C(F)(F)F)=O.CCCCC. (3) The reactants are [Cl:1][C:2]1[CH:7]=[CH:6][N:5]=[C:4]2[N:8]([S:19]([C:22]3[CH:27]=[CH:26][CH:25]=[CH:24][CH:23]=3)(=[O:21])=[O:20])[CH:9]=[C:10]([C:11]3[CH:12]=[C:13]([CH2:17][NH2:18])[CH:14]=[CH:15][CH:16]=3)[C:3]=12.[F:28][C:29]1[CH:30]=[C:31]([CH:43]=[CH:44][C:45]=1[F:46])[CH2:32][N:33]1[CH:38]=[CH:37][CH:36]=[C:35]([C:39](Cl)=[O:40])[C:34]1=[O:42]. The catalyst is C(Cl)Cl. The product is [Cl:1][C:2]1[CH:7]=[CH:6][N:5]=[C:4]2[N:8]([S:19]([C:22]3[CH:27]=[CH:26][CH:25]=[CH:24][CH:23]=3)(=[O:21])=[O:20])[CH:9]=[C:10]([C:11]3[CH:12]=[C:13]([CH:14]=[CH:15][CH:16]=3)[CH2:17][NH:18][C:39]([C:35]3[C:34](=[O:42])[N:33]([CH2:32][C:31]4[CH:43]=[CH:44][C:45]([F:46])=[C:29]([F:28])[CH:30]=4)[CH:38]=[CH:37][CH:36]=3)=[O:40])[C:3]=12. The yield is 0.500. (4) The reactants are [H-].[Na+].[N:3]1[C:12]2[C:7](=[CH:8][CH:9]=[CH:10][CH:11]=2)[C:6](O)=[CH:5][N:4]=1.NCC(C1C=CC=CC=1)=O.C1C=CC(N(S(C(F)(F)F)(=O)=O)S(C(F)(F)F)(=O)=O)=CC=1.[C:45]([N:52]1[CH2:57][CH2:56][NH:55][CH2:54][CH2:53]1)([O:47][C:48]([CH3:51])([CH3:50])[CH3:49])=[O:46]. The catalyst is CN(C=O)C. The product is [C:48]([O:47][C:45]([N:52]1[CH2:57][CH2:56][N:55]([C:6]2[C:7]3[C:12](=[CH:11][CH:10]=[CH:9][CH:8]=3)[N:3]=[N:4][CH:5]=2)[CH2:54][CH2:53]1)=[O:46])([CH3:51])([CH3:49])[CH3:50]. The yield is 0.380. (5) The reactants are [CH3:1][C:2]1[N:3]=[N:4][CH:5]=[CH:6][C:7]=1[O:8][C:9]1[C:10]([NH2:15])=[N:11][CH:12]=[CH:13][CH:14]=1.[Br:16]N1C(=O)CCC1=O. The catalyst is CN(C=O)C.O. The product is [Br:16][C:13]1[CH:14]=[C:9]([O:8][C:7]2[CH:6]=[CH:5][N:4]=[N:3][C:2]=2[CH3:1])[C:10]([NH2:15])=[N:11][CH:12]=1. The yield is 0.950. (6) The product is [Cl:1][C:2]1[CH:3]=[C:4]([CH2:9][N:10]2[CH:14]=[C:13]([C:15]([NH:18][C:19]3[S:20][C:21]([C:24]([O:26][CH3:27])=[O:25])=[CH:22][N:23]=3)=[O:17])[N:12]=[N:11]2)[CH:5]=[CH:6][C:7]=1[Cl:8]. The catalyst is CN(C=O)C. The reactants are [Cl:1][C:2]1[CH:3]=[C:4]([CH2:9][N:10]2[CH:14]=[C:13]([C:15]([OH:17])=O)[N:12]=[N:11]2)[CH:5]=[CH:6][C:7]=1[Cl:8].[NH2:18][C:19]1[S:20][C:21]([C:24]([O:26][CH3:27])=[O:25])=[CH:22][N:23]=1.CN(C(ON1N=NC2C=CC=NC1=2)=[N+](C)C)C.F[P-](F)(F)(F)(F)F.CCN(C(C)C)C(C)C. The yield is 0.440. (7) The reactants are [Br:1][C:2]1[C:11]2[N:10]=[C:9]([C:12]([F:15])([F:14])[F:13])[CH:8]=[CH:7][C:6]=2[C:5](=O)[NH:4][CH:3]=1.P(Cl)(Cl)([Cl:19])=O. The catalyst is O. The product is [Br:1][C:2]1[CH:3]=[N:4][C:5]([Cl:19])=[C:6]2[C:11]=1[N:10]=[C:9]([C:12]([F:15])([F:14])[F:13])[CH:8]=[CH:7]2. The yield is 0.960. (8) The reactants are [CH2:1]([C:8]1[CH:26]=[CH:25][C:11]([N:12]([C:19]2[CH:24]=[CH:23][CH:22]=[CH:21][CH:20]=2)[C:13]2[CH:18]=[CH:17][CH:16]=[CH:15][CH:14]=2)=[CH:10][CH:9]=1)[C:2]1[CH:7]=[CH:6][CH:5]=[CH:4][CH:3]=1.C([Li])CCC.Cl[Si:33]([CH3:36])([CH3:35])[CH3:34].CCCCCC. The product is [C:13]1([N:12]([C:19]2[CH:20]=[CH:21][CH:22]=[CH:23][CH:24]=2)[C:11]2[CH:10]=[CH:9][C:8]([CH:1]([C:2]3[CH:3]=[CH:4][CH:5]=[CH:6][CH:7]=3)[Si:33]([CH3:36])([CH3:35])[CH3:34])=[CH:26][CH:25]=2)[CH:18]=[CH:17][CH:16]=[CH:15][CH:14]=1. The yield is 0.840. The catalyst is O1CCCC1.